Dataset: Forward reaction prediction with 1.9M reactions from USPTO patents (1976-2016). Task: Predict the product of the given reaction. (1) Given the reactants Br[C:2]1[CH:3]=[C:4]([Cl:7])[S:5][CH:6]=1.[CH3:8][Si:9]([C:12]#[CH:13])([CH3:11])[CH3:10].C(NCC)C.CN(C=O)C, predict the reaction product. The product is: [Cl:7][C:4]1[S:5][CH:6]=[C:2]([C:13]#[C:12][Si:9]([CH3:11])([CH3:10])[CH3:8])[CH:3]=1. (2) Given the reactants [CH2:1]([NH:3][C:4]([C:6]1[CH:11]=[C:10](S(C)(=O)=O)[N:9]=[C:8]([O:16][C@H:17]([CH3:21])[CH2:18][O:19][CH3:20])[N:7]=1)=[O:5])[CH3:2].CO[C:24]1[CH:32]=C2[C:27]([C:28]([NH2:33])=[N:29]N2)=[C:26]([O:34][CH:35]2[CH2:40][CH2:39][NH:38][CH2:37][CH2:36]2)[CH:25]=1.[C:41]([O-])([O-])=O.[K+].[K+].O.C[N:49]([CH:51]=O)[CH3:50], predict the reaction product. The product is: [NH2:33][C:28]1[C:27]2[C:51](=[CH:41][C:24]([CH3:32])=[CH:25][C:26]=2[O:34][CH:35]2[CH2:36][CH2:37][N:38]([C:10]3[N:9]=[C:8]([O:16][C@H:17]([CH3:21])[CH2:18][O:19][CH3:20])[N:7]=[C:6]([C:4]([NH:3][CH2:1][CH3:2])=[O:5])[CH:11]=3)[CH2:39][CH2:40]2)[N:49]([CH3:50])[N:29]=1. (3) Given the reactants [Li+].[OH-].[CH3:3][O:4][C:5]1[CH:6]=[CH:7][C:8]2[NH:14][C:13](=[O:15])[N:12]([CH:16]3[CH2:21][CH2:20][N:19]([C:22]([O:24][C@H:25]([CH2:46][C:47]4[CH:52]=[C:51]([C:53]([F:56])([F:55])[F:54])[C:50]([NH2:57])=[C:49]([Cl:58])[CH:48]=4)[C:26]([N:28]4[CH2:33][CH2:32][CH:31]([CH:34]5[CH2:39][CH2:38][N:37]([CH2:40][C:41]([O:43]CC)=[O:42])[CH2:36][CH2:35]5)[CH2:30][CH2:29]4)=[O:27])=[O:23])[CH2:18][CH2:17]3)[CH2:11][CH2:10][C:9]=2[CH:59]=1, predict the reaction product. The product is: [CH3:3][O:4][C:5]1[CH:6]=[CH:7][C:8]2[NH:14][C:13](=[O:15])[N:12]([CH:16]3[CH2:17][CH2:18][N:19]([C:22]([O:24][C@H:25]([CH2:46][C:47]4[CH:52]=[C:51]([C:53]([F:56])([F:54])[F:55])[C:50]([NH2:57])=[C:49]([Cl:58])[CH:48]=4)[C:26]([N:28]4[CH2:33][CH2:32][CH:31]([CH:34]5[CH2:39][CH2:38][N:37]([CH2:40][C:41]([OH:43])=[O:42])[CH2:36][CH2:35]5)[CH2:30][CH2:29]4)=[O:27])=[O:23])[CH2:20][CH2:21]3)[CH2:11][CH2:10][C:9]=2[CH:59]=1. (4) Given the reactants [NH2:1][C@@H:2]([CH2:10][CH2:11][CH2:12][NH:13][C:14]([NH:16][S:17]([C:20]1[C:21]([CH3:34])=[C:22]2[C:27](=[C:28]([CH3:31])[C:29]=1[CH3:30])[O:26][C:25]([CH3:33])([CH3:32])[CH2:24][CH2:23]2)(=[O:19])=[O:18])=[NH:15])[C:3]([O:5][C:6]([CH3:9])([CH3:8])[CH3:7])=[O:4].[CH:35]1[C:44]2[C:39](=[CH:40][CH:41]=[CH:42][CH:43]=2)[CH:38]=[CH:37][C:36]=1[N:45]1[CH:50]=[CH:49][CH:48]=[C:47]([C:51](O)=[O:52])[C:46]1=[O:54].CN(C(ON1N=NC2C=CC=CC1=2)=[N+](C)C)C.F[P-](F)(F)(F)(F)F.CCN(C(C)C)C(C)C, predict the reaction product. The product is: [CH:35]1[C:44]2[C:39](=[CH:40][CH:41]=[CH:42][CH:43]=2)[CH:38]=[CH:37][C:36]=1[N:45]1[CH:50]=[CH:49][CH:48]=[C:47]([C:51]([NH:1][C@@H:2]([CH2:10][CH2:11][CH2:12][NH:13][C:14]([NH:16][S:17]([C:20]2[C:21]([CH3:34])=[C:22]3[C:27](=[C:28]([CH3:31])[C:29]=2[CH3:30])[O:26][C:25]([CH3:33])([CH3:32])[CH2:24][CH2:23]3)(=[O:18])=[O:19])=[NH:15])[C:3]([O:5][C:6]([CH3:7])([CH3:8])[CH3:9])=[O:4])=[O:52])[C:46]1=[O:54]. (5) Given the reactants [CH3:1][O:2][C:3]1[CH:4]=[C:5]([C:11](=[O:17])[CH2:12][CH2:13][C:14]([OH:16])=O)[CH:6]=[CH:7][C:8]=1[O:9][CH3:10].CCN=C=NCCCN(C)C.C1C=CC2N(O)N=NC=2C=1.[CH2:39]([C:46]1[S:50][C:49]([NH2:51])=[N:48][C:47]=1[C:52]1[CH:57]=[CH:56][CH:55]=[CH:54][CH:53]=1)[C:40]1[CH:45]=[CH:44][CH:43]=[CH:42][CH:41]=1, predict the reaction product. The product is: [CH2:39]([C:46]1[S:50][C:49]([NH:51][C:14](=[O:16])[CH2:13][CH2:12][C:11]([C:5]2[CH:6]=[CH:7][C:8]([O:9][CH3:10])=[C:3]([O:2][CH3:1])[CH:4]=2)=[O:17])=[N:48][C:47]=1[C:52]1[CH:57]=[CH:56][CH:55]=[CH:54][CH:53]=1)[C:40]1[CH:41]=[CH:42][CH:43]=[CH:44][CH:45]=1. (6) Given the reactants [Cl:1][C:2]1[CH:7]=[C:6]([O:8][CH2:9][C:10]2[C:11]([C:18]3[C:23]([Cl:24])=[CH:22][CH:21]=[CH:20][C:19]=3[Cl:25])=[N:12][O:13][C:14]=2[CH:15]([CH3:17])[CH3:16])[CH:5]=[CH:4][C:3]=1[NH:26][C:27]([C:29]1[CH:38]=[CH:37][C:32]([C:33]([O:35]C)=[O:34])=[CH:31][CH:30]=1)=[O:28].[OH-].[Li+], predict the reaction product. The product is: [Cl:1][C:2]1[CH:7]=[C:6]([O:8][CH2:9][C:10]2[C:11]([C:18]3[C:19]([Cl:25])=[CH:20][CH:21]=[CH:22][C:23]=3[Cl:24])=[N:12][O:13][C:14]=2[CH:15]([CH3:17])[CH3:16])[CH:5]=[CH:4][C:3]=1[NH:26][C:27]([C:29]1[CH:30]=[CH:31][C:32]([C:33]([OH:35])=[O:34])=[CH:37][CH:38]=1)=[O:28].